Dataset: Peptide-MHC class II binding affinity with 134,281 pairs from IEDB. Task: Regression. Given a peptide amino acid sequence and an MHC pseudo amino acid sequence, predict their binding affinity value. This is MHC class II binding data. (1) The peptide sequence is RMFLAMITYITRNQP. The MHC is DRB1_1302 with pseudo-sequence DRB1_1302. The binding affinity (normalized) is 0.144. (2) The binding affinity (normalized) is 0. The peptide sequence is RRAEPAADGVGAVSRDL. The MHC is DRB1_1302 with pseudo-sequence DRB1_1302. (3) The peptide sequence is GSLLHGLWPYLKATK. The MHC is DRB1_0101 with pseudo-sequence DRB1_0101. The binding affinity (normalized) is 0.646. (4) The peptide sequence is MMFLSLGVGADQGCAR. The MHC is HLA-DQA10501-DQB10302 with pseudo-sequence HLA-DQA10501-DQB10302. The binding affinity (normalized) is 0.478. (5) The peptide sequence is AFILDGDNLFPKW. The MHC is DRB1_0401 with pseudo-sequence DRB1_0401. The binding affinity (normalized) is 0.572. (6) The peptide sequence is MASSSSVLLVVALFA. The MHC is HLA-DPA10103-DPB10301 with pseudo-sequence HLA-DPA10103-DPB10301. The binding affinity (normalized) is 0. (7) The peptide sequence is AAFSKLPASTIDELK. The MHC is HLA-DQA10101-DQB10501 with pseudo-sequence HLA-DQA10101-DQB10501. The binding affinity (normalized) is 0.148.